From a dataset of Catalyst prediction with 721,799 reactions and 888 catalyst types from USPTO. Predict which catalyst facilitates the given reaction. (1) Reactant: [C:1]([O:5][C:6]([NH:8][CH2:9][C:10]1[CH:31]=[CH:30][C:13]([C:14]([NH:16][CH2:17][C:18]2[CH:29]=[CH:28][C:21]([O:22][CH2:23][CH2:24][C:25](O)=[O:26])=[CH:20][CH:19]=2)=[O:15])=[CH:12][CH:11]=1)=[O:7])([CH3:4])([CH3:3])[CH3:2].N1C=CC=CC=1.F[P-](F)(F)(F)(F)F.N1(O[P+](N(C)C)(N(C)C)N(C)C)C2C=CC=CC=2N=N1.[Si:65]([O:72][C@H:73]1[CH2:77][NH:76][CH2:75][C@@H:74]1[OH:78])([C:68]([CH3:71])([CH3:70])[CH3:69])([CH3:67])[CH3:66]. Product: [Si:65]([O:72][C@@H:73]1[C@@H:74]([OH:78])[CH2:75][N:76]([C:25](=[O:26])[CH2:24][CH2:23][O:22][C:21]2[CH:28]=[CH:29][C:18]([CH2:17][NH:16][C:14]([C:13]3[CH:30]=[CH:31][C:10]([CH2:9][NH:8][C:6](=[O:7])[O:5][C:1]([CH3:4])([CH3:3])[CH3:2])=[CH:11][CH:12]=3)=[O:15])=[CH:19][CH:20]=2)[CH2:77]1)([C:68]([CH3:71])([CH3:70])[CH3:69])([CH3:67])[CH3:66]. The catalyst class is: 3. (2) Reactant: [Cl:1][C:2]1[CH:10]=[C:9]2[C:5]([C:6]([C:11]([N:13]3[CH2:18][CH2:17][CH:16]([N:19]4[C:23]5[CH:24]=[CH:25][CH:26]=[CH:27][C:22]=5[NH:21][C:20]4=[O:28])[CH2:15][CH2:14]3)=[O:12])=[CH:7][NH:8]2)=[CH:4][CH:3]=1.[H-].[Na+].Cl[CH2:32][C:33]([N:35]1[CH2:40][CH2:39][CH2:38][CH2:37][CH2:36]1)=[O:34]. Product: [Cl:1][C:2]1[CH:10]=[C:9]2[C:5]([C:6]([C:11]([N:13]3[CH2:18][CH2:17][CH:16]([N:19]4[C:23]5[CH:24]=[CH:25][CH:26]=[CH:27][C:22]=5[N:21]([CH2:6][C:11](=[O:12])[N:13]5[CH2:18][CH2:17][CH2:16][CH2:15][CH2:14]5)[C:20]4=[O:28])[CH2:15][CH2:14]3)=[O:12])=[CH:7][N:8]2[CH2:32][C:33](=[O:34])[N:35]2[CH2:40][CH2:39][CH2:38][CH2:37][CH2:36]2)=[CH:4][CH:3]=1. The catalyst class is: 3. (3) Reactant: [O:1]1[CH:5]=[CH:4][CH:3]=[C:2]1[CH2:6][CH2:7][C:8]([OH:10])=[O:9]. Product: [O:1]1[CH2:5][CH2:4][CH2:3][CH:2]1[CH2:6][CH2:7][C:8]([OH:10])=[O:9]. The catalyst class is: 19. (4) Reactant: Cl.Cl.[F:3][C:4]1[CH:9]=[CH:8][C:7]([C:10](=[O:18])[CH2:11][N:12]2[CH2:17][CH2:16][NH:15][CH2:14][CH2:13]2)=[CH:6][CH:5]=1.[CH3:19][C:20]1[CH:24]=[C:23]([C:25](O)=[O:26])[NH:22][N:21]=1.C(N(CC)CC)C. Product: [F:3][C:4]1[CH:9]=[CH:8][C:7]([C:10](=[O:18])[CH2:11][N:12]2[CH2:13][CH2:14][N:15]([C:25]([C:23]3[NH:22][N:21]=[C:20]([CH3:19])[CH:24]=3)=[O:26])[CH2:16][CH2:17]2)=[CH:6][CH:5]=1. The catalyst class is: 3. (5) Reactant: Cl[C:2]1[C:7]([CH2:8][CH2:9]Cl)=[C:6]([Cl:11])[N:5]=[C:4]([S:12][CH3:13])[N:3]=1.[Cl:14][C:15]1[CH:21]=[CH:20][C:18]([NH2:19])=[CH:17][CH:16]=1.C(N(CC)C(C)C)(C)C. Product: [Cl:11][C:6]1[C:7]2[CH2:8][CH2:9][N:19]([C:18]3[CH:20]=[CH:21][C:15]([Cl:14])=[CH:16][CH:17]=3)[C:2]=2[N:3]=[C:4]([S:12][CH3:13])[N:5]=1. The catalyst class is: 10. (6) Reactant: [F:1][C:2]([F:27])([F:26])[CH2:3][O:4][C:5]1[N:10]=[CH:9][C:8]([CH2:11][O:12][C:13]2[C:22]3[C:17](=[CH:18][CH:19]=[CH:20][CH:21]=3)[CH:16]=[CH:15][C:14]=2[C:23](O)=[O:24])=[CH:7][CH:6]=1.ON1C2C=CC=CC=2N=N1.C(N(CC)C(C)C)(C)C.Cl.[CH3:48][O:49][C:50](=[O:55])[C:51]([CH3:54])([CH3:53])[NH2:52].Cl. Product: [CH3:48][O:49][C:50](=[O:55])[C:51]([CH3:54])([NH:52][C:23]([C:14]1[CH:15]=[CH:16][C:17]2[C:22](=[CH:21][CH:20]=[CH:19][CH:18]=2)[C:13]=1[O:12][CH2:11][C:8]1[CH:9]=[N:10][C:5]([O:4][CH2:3][C:2]([F:27])([F:26])[F:1])=[CH:6][CH:7]=1)=[O:24])[CH3:53]. The catalyst class is: 136.